Dataset: Reaction yield outcomes from USPTO patents with 853,638 reactions. Task: Predict the reaction yield, written as a fraction of the theoretical maximum amount of product (1.0 means a 100% yield; for example, 0.34 means a 34% yield). (1) The reactants are [CH3:1][CH:2]1[CH2:7][CH2:6][NH:5][CH2:4][CH2:3]1.[I-].[Na+].Cl[CH2:11][C:12]1[CH:37]=[CH:36][C:15]([C:16]([NH:18][C:19]2[CH:24]=[CH:23][C:22]([O:25][C:26](=[O:35])[N:27]([CH3:34])[C:28]3[CH:33]=[CH:32][CH:31]=[CH:30][CH:29]=3)=[CH:21][CH:20]=2)=[O:17])=[CH:14][CH:13]=1.O. The catalyst is CN(C)C=O. The product is [CH3:1][CH:2]1[CH2:7][CH2:6][N:5]([CH2:11][C:12]2[CH:13]=[CH:14][C:15]([C:16]([NH:18][C:19]3[CH:24]=[CH:23][C:22]([O:25][C:26](=[O:35])[N:27]([CH3:34])[C:28]4[CH:33]=[CH:32][CH:31]=[CH:30][CH:29]=4)=[CH:21][CH:20]=3)=[O:17])=[CH:36][CH:37]=2)[CH2:4][CH2:3]1. The yield is 0.870. (2) The reactants are [S:1]1[C:5]2[CH:6]=[CH:7][C:8]([NH:10][C:11]3[C:20]4[C:15](=[CH:16][CH:17]=[C:18]([S:21][CH:22]5[CH2:27][CH2:26]S[CH2:24][CH2:23]5)[CH:19]=4)[N:14]=[CH:13][CH:12]=3)=[CH:9][C:4]=2[N:3]=[CH:2]1.O[O:29][S:30]([O-:32])=O.[K+].[OH2:34].C1C[O:38]CC1. No catalyst specified. The product is [S:1]1[C:5]2[CH:6]=[CH:7][C:8]([NH:10][C:11]3[C:20]4[C:15](=[CH:16][CH:17]=[C:18]([S:21]([CH:22]5[CH2:27][CH2:26][S:30](=[O:32])(=[O:29])[CH2:24][CH2:23]5)(=[O:38])=[O:34])[CH:19]=4)[N:14]=[CH:13][CH:12]=3)=[CH:9][C:4]=2[N:3]=[CH:2]1. The yield is 0.362. (3) The reactants are [CH:1]1([C:4]2[C:5]([O:18][CH2:19][C:20]3([CH3:30])[CH2:29][CH2:28][C:23]4(OCC[O:24]4)[CH2:22][CH2:21]3)=[CH:6][C:7]([F:17])=[C:8]([CH:16]=2)[C:9]([O:11][C:12]([CH3:15])([CH3:14])[CH3:13])=[O:10])[CH2:3][CH2:2]1.FC(F)(F)C(O)=O. The catalyst is O1CCCC1.O. The product is [CH:1]1([C:4]2[C:5]([O:18][CH2:19][C:20]3([CH3:30])[CH2:29][CH2:28][C:23](=[O:24])[CH2:22][CH2:21]3)=[CH:6][C:7]([F:17])=[C:8]([CH:16]=2)[C:9]([O:11][C:12]([CH3:13])([CH3:14])[CH3:15])=[O:10])[CH2:2][CH2:3]1. The yield is 0.900. (4) The reactants are C1N=C[N:3](C(N2C=NC=C2)=O)C=1.[C:13]([C:17]1[CH:18]=[C:19]([C:27]2[C:32]([CH2:33][CH:34]3[CH2:39][CH2:38][CH2:37][CH2:36][CH2:35]3)=[CH:31][CH:30]=[C:29]([C:40]([OH:42])=O)[CH:28]=2)[CH:20]=[C:21]([C:23]([CH3:26])([CH3:25])[CH3:24])[CH:22]=1)([CH3:16])([CH3:15])[CH3:14].N. The catalyst is C1COCC1. The product is [C:13]([C:17]1[CH:18]=[C:19]([C:27]2[C:32]([CH2:33][CH:34]3[CH2:39][CH2:38][CH2:37][CH2:36][CH2:35]3)=[CH:31][CH:30]=[C:29]([C:40]([NH2:3])=[O:42])[CH:28]=2)[CH:20]=[C:21]([C:23]([CH3:26])([CH3:25])[CH3:24])[CH:22]=1)([CH3:16])([CH3:15])[CH3:14]. The yield is 0.600. (5) The reactants are Br[C:2]1[CH:3]=[N:4][C:5]([C:8]([F:11])([F:10])[F:9])=[N:6][CH:7]=1.[CH2:12]([O:14][C:15](=[O:19])[CH2:16][C:17]#[N:18])[CH3:13].CC([O-])(C)C.[K+].CC(O)=O. The catalyst is O1CCOCC1.CC([O-])=O.CC([O-])=O.[Pd+2].C1C=CC(P(C2C=CC=CC=2)[C-]2C=CC=C2)=CC=1.C1C=CC(P(C2C=CC=CC=2)[C-]2C=CC=C2)=CC=1.[Fe+2]. The product is [CH2:12]([O:14][C:15](=[O:19])[CH:16]([C:17]#[N:18])[C:2]1[CH:3]=[N:4][C:5]([C:8]([F:11])([F:10])[F:9])=[N:6][CH:7]=1)[CH3:13]. The yield is 0.123. (6) The reactants are [C:1]([C:4]1[CH:14]=[CH:13][C:7]2[O:8][CH2:9][C:10](=[O:12])[NH:11][C:6]=2[CH:5]=1)(=[O:3])[CH3:2].[CH3:15][CH2:16][O:17]C(C)=O. No catalyst specified. The product is [OH:17][C:16]([CH3:15])=[CH:2][C:1]([C:4]1[CH:14]=[CH:13][C:7]2[O:8][CH2:9][C:10](=[O:12])[NH:11][C:6]=2[CH:5]=1)=[O:3]. The yield is 0.510. (7) The reactants are Br[C:2]1[CH:3]=[CH:4][C:5]([NH:13][C:14]2[C:19]([C:20]([F:23])([F:22])[F:21])=[CH:18][N:17]=[C:16]([NH:24][C:25]3[CH:37]=[CH:36][C:28]([CH2:29][CH2:30][PH:31](=[O:35])[O:32][CH2:33][CH3:34])=[CH:27][CH:26]=3)[N:15]=2)=[C:6]2[C:10]=1[CH2:9][N:8]([CH3:11])[C:7]2=[O:12].[CH:38]1[CH:39]=[CH:40][C:41](P([C:38]2[C:43]([C:38]3[C:43](P([C:38]4[CH:43]=[CH:42][CH:41]=[CH:40][CH:39]=4)[C:38]4[CH:43]=[CH:42][CH:41]=[CH:40][CH:39]=4)=[CH:42][CH:41]=[C:40]4[C:39]=3C=CC=C4)=[C:42]3[C:41](C=CC=C3)=[CH:40][CH:39]=2)[C:38]2[CH:43]=[CH:42][CH:41]=[CH:40][CH:39]=2)=[CH:42][CH:43]=1.[C:84](=[O:87])([O-])[O-:85].[Cs+].[Cs+]. The catalyst is C1C=CC(/C=C/C(/C=C/C2C=CC=CC=2)=O)=CC=1.C1C=CC(/C=C/C(/C=C/C2C=CC=CC=2)=O)=CC=1.[Pd].O1CCOCC1. The product is [OH:85][C:84]([C:20]([F:23])([F:22])[F:21])=[O:87].[OH:85][CH:41]1[CH2:40][CH2:39][CH:38]([C:2]2[CH:3]=[CH:4][C:5]([NH:13][C:14]3[C:19]([C:20]([F:22])([F:21])[F:23])=[CH:18][N:17]=[C:16]([NH:24][C:25]4[CH:26]=[CH:27][C:28]([CH2:29][CH2:30][PH:31](=[O:35])[O:32][CH2:33][CH3:34])=[CH:36][CH:37]=4)[N:15]=3)=[C:6]3[C:10]=2[CH2:9][N:8]([CH3:11])[C:7]3=[O:12])[CH2:43][CH2:42]1. The yield is 0.0770.